The task is: Predict which catalyst facilitates the given reaction.. This data is from Catalyst prediction with 721,799 reactions and 888 catalyst types from USPTO. (1) Reactant: Br[C:2]1[C:3]([C:16]2[CH:21]=[CH:20][CH:19]=[CH:18][CH:17]=2)=[N:4][C:5]2[C:10]([N:11]=1)=[CH:9][C:8]([C:12]([O:14][CH3:15])=[O:13])=[CH:7][CH:6]=2.[Cl:22][C:23]1[CH:28]=[CH:27][C:26]([N:29]2[CH2:34][CH2:33][NH:32][CH2:31][CH2:30]2)=[CH:25][CH:24]=1.CCN(C(C)C)C(C)C. Product: [Cl:22][C:23]1[CH:24]=[CH:25][C:26]([N:29]2[CH2:34][CH2:33][N:32]([C:2]3[C:3]([C:16]4[CH:21]=[CH:20][CH:19]=[CH:18][CH:17]=4)=[N:4][C:5]4[C:10]([N:11]=3)=[CH:9][C:8]([C:12]([O:14][CH3:15])=[O:13])=[CH:7][CH:6]=4)[CH2:31][CH2:30]2)=[CH:27][CH:28]=1. The catalyst class is: 3. (2) Reactant: Cl[C:2]1[CH:3]=[CH:4][C:5]2[N:6]([C:8]([CH:11]([C:13]3[CH:14]=[C:15]4[C:19](=[CH:20][CH:21]=3)[N:18]([CH3:22])[N:17]=[CH:16]4)[CH3:12])=[CH:9][N:10]=2)[N:7]=1.C([Sn](CCCC)(CCCC)[C:28]([O:30][CH2:31][CH3:32])=[CH2:29])CCC. Product: [CH2:31]([O:30][C:28]([C:2]1[CH:3]=[CH:4][C:5]2[N:6]([C:8]([CH:11]([C:13]3[CH:14]=[C:15]4[C:19](=[CH:20][CH:21]=3)[N:18]([CH3:22])[N:17]=[CH:16]4)[CH3:12])=[CH:9][N:10]=2)[N:7]=1)=[CH2:29])[CH3:32]. The catalyst class is: 73. (3) Reactant: CCCC[N+](CCCC)(CCCC)CCCC.[F-].[Si]([O:26][CH2:27][CH2:28][C:29]1[CH:30]=[C:31]([CH2:34][N:35]2[CH2:57][CH2:56][C:38]3([O:43][C:42]([F:45])([F:44])[CH2:41][N:40]([C:46]([C:48]4[N:49]=[C:50]([CH:53]([CH3:55])[CH3:54])[S:51][CH:52]=4)=[O:47])[CH2:39]3)[CH2:37][CH2:36]2)[S:32][CH:33]=1)(C(C)(C)C)(C)C. The catalyst class is: 1. Product: [F:45][C:42]1([F:44])[CH2:41][N:40]([C:46]([C:48]2[N:49]=[C:50]([CH:53]([CH3:54])[CH3:55])[S:51][CH:52]=2)=[O:47])[CH2:39][C:38]2([CH2:56][CH2:57][N:35]([CH2:34][C:31]3[S:32][CH:33]=[C:29]([CH2:28][CH2:27][OH:26])[CH:30]=3)[CH2:36][CH2:37]2)[O:43]1. (4) Reactant: FC(F)(F)C(O)=O.C(OC([N:15]1[CH2:20][CH2:19][N:18]([C:21]2[CH:26]=[CH:25][CH:24]=[C:23]([O:27][CH3:28])[N:22]=2)[C:17](=[O:29])[CH2:16]1)=O)(C)(C)C. Product: [CH3:28][O:27][C:23]1[N:22]=[C:21]([N:18]2[CH2:19][CH2:20][NH:15][CH2:16][C:17]2=[O:29])[CH:26]=[CH:25][CH:24]=1. The catalyst class is: 4.